From a dataset of Experimentally validated miRNA-target interactions with 360,000+ pairs, plus equal number of negative samples. Binary Classification. Given a miRNA mature sequence and a target amino acid sequence, predict their likelihood of interaction. The miRNA is hsa-miR-4800-3p with sequence CAUCCGUCCGUCUGUCCAC. The protein sequence of the target gene is MDDKGDPSNEEAPKAIKPTSKEFRKTWGFRRTTIAKREGAGDAEADPLEPPPPQQQLGLSLRRSGRQPKRTERVEQFLTIARRRGRRSMPVSLEDSGEPTSCPATDAETASEGSVESASETRSGPQSASTAVKERPASSEKVKGGDDHDDTSDSDSDGLTLKELQNRLRRKREQEPTERPLKGIQSRLRKKRREEGPAETVGSEASDTVEGVLPSKQEPENDQGVVSQAGKDDRESKLEGKAAQDIKDEEPGDLGRPKPECEGYDPNALYCICRQPHNNRFMICCDRCEEWFHGDCVGIS.... Result: 0 (no interaction).